Dataset: Catalyst prediction with 721,799 reactions and 888 catalyst types from USPTO. Task: Predict which catalyst facilitates the given reaction. (1) Reactant: [CH2:1]([O:3][C:4](=[O:15])[CH2:5][C:6]1[CH:11]=[CH:10][C:9]([O:12][CH3:13])=[C:8]([Br:14])[CH:7]=1)[CH3:2].[H-].[Na+].I[CH3:19].O. Product: [CH2:1]([O:3][C:4](=[O:15])[CH:5]([C:6]1[CH:11]=[CH:10][C:9]([O:12][CH3:13])=[C:8]([Br:14])[CH:7]=1)[CH3:19])[CH3:2]. The catalyst class is: 1. (2) Reactant: [CH2:1]([C:5]1([CH2:17][CH2:18][CH2:19][CH3:20])[C:14]2[C:9](=[CH:10][CH:11]=[CH:12][CH:13]=2)[C:8]([OH:15])=[CH:7][C:6]1=[O:16])[CH2:2][CH2:3][CH3:4].COS([O-])(=O)=O.[CH3:27][S:28][C:29](=[S+]C)[S:30][CH3:31]. Product: [CH3:27][S:28][C:29]([S:30][CH3:31])=[C:7]1[C:6](=[O:16])[C:5]([CH2:17][CH2:18][CH2:19][CH3:20])([CH2:1][CH2:2][CH2:3][CH3:4])[C:14]2[C:9](=[CH:10][CH:11]=[CH:12][CH:13]=2)[C:8]1=[O:15]. The catalyst class is: 12. (3) Reactant: [NH2:1][C:2](=[O:27])[CH2:3][C:4]1([NH:19]C(OC(C)(C)C)=O)[CH2:8][CH2:7][N:6]([C:9]([O:11][CH2:12][C:13]2[CH:18]=[CH:17][CH:16]=[CH:15][CH:14]=2)=[O:10])[CH2:5]1.[ClH:28]. Product: [ClH:28].[NH2:19][C:4]1([CH2:3][C:2]([NH2:1])=[O:27])[CH2:8][CH2:7][N:6]([C:9]([O:11][CH2:12][C:13]2[CH:14]=[CH:15][CH:16]=[CH:17][CH:18]=2)=[O:10])[CH2:5]1. The catalyst class is: 12.